Dataset: Forward reaction prediction with 1.9M reactions from USPTO patents (1976-2016). Task: Predict the product of the given reaction. (1) Given the reactants [CH2:1]([O:8][C:9]([NH:11][C@H:12]([C:20]1[N:24]([C@@H:25]([CH3:33])[C:26]([O:28]C(C)(C)C)=[O:27])[N:23]=[N:22][CH:21]=1)[CH2:13][C:14]1[CH:19]=[CH:18][CH:17]=[CH:16][CH:15]=1)=[O:10])C1C=CC=CC=1.N#N.N[C@H](C1N([C@@H](C)C(OC(C)(C)C)=O)N=NC=1)CC1C=CC=CC=1.C(=O)(ON1C(=O)CCC1=O)OC[CH:62]1[C:74]2[CH:73]=[CH:72][CH:71]=[CH:70][C:69]=2[C:68]2[C:63]1=[CH:64][CH:65]=[CH:66][CH:67]=2, predict the reaction product. The product is: [CH:64]1[C:63]2[CH:62]([CH2:1][O:8][C:9]([NH:11][C@H:12]([C:20]3[N:24]([C@@H:25]([CH3:33])[C:26]([OH:28])=[O:27])[N:23]=[N:22][CH:21]=3)[CH2:13][C:14]3[CH:19]=[CH:18][CH:17]=[CH:16][CH:15]=3)=[O:10])[C:74]3[C:69](=[CH:70][CH:71]=[CH:72][CH:73]=3)[C:68]=2[CH:67]=[CH:66][CH:65]=1. (2) Given the reactants [NH2:1][C:2]1[CH:7]=[CH:6][C:5]([S:8]([N:11]([CH2:17][C:18]2[CH:23]=[CH:22][C:21]([O:24][CH3:25])=[CH:20][CH:19]=2)[C:12]2[S:16][N:15]=[CH:14][N:13]=2)(=[O:10])=[O:9])=[CH:4][C:3]=1[OH:26].C([O-])([O-])=O.[K+].[K+].Cl[CH2:34][C:35](Cl)=[O:36].O1C=CCC(=O)N1, predict the reaction product. The product is: [CH3:25][O:24][C:21]1[CH:22]=[CH:23][C:18]([CH2:17][N:11]([C:12]2[S:16][N:15]=[CH:14][N:13]=2)[S:8]([C:5]2[CH:6]=[CH:7][C:2]3[NH:1][C:35](=[O:36])[CH2:34][O:26][C:3]=3[CH:4]=2)(=[O:9])=[O:10])=[CH:19][CH:20]=1. (3) Given the reactants [Cl:1][C:2]1[CH:3]=[CH:4][C:5]([S:8][C:9]2[O:13][C:12]([C:14]3[CH:19]=[CH:18][C:17]([F:20])=[CH:16][CH:15]=3)=[N:11][C:10]=2[CH:21]([OH:23])[CH3:22])=[N:6][CH:7]=1.[C:24]([C:28]1[CH:33]=[CH:32][C:31](O)=[CH:30][CH:29]=1)([O:26][CH3:27])=[O:25], predict the reaction product. The product is: [Cl:1][C:2]1[CH:3]=[CH:4][C:5]([S:8][C:9]2[O:13][C:12]([C:14]3[CH:19]=[CH:18][C:17]([F:20])=[CH:16][CH:15]=3)=[N:11][C:10]=2[CH:21]([O:23][C:31]2[CH:32]=[CH:33][C:28]([C:24]([O:26][CH3:27])=[O:25])=[CH:29][CH:30]=2)[CH3:22])=[N:6][CH:7]=1. (4) Given the reactants [CH2:1]([NH:3][C:4]([NH:6][C:7]1[CH:12]=[CH:11][C:10]([C:13]2[N:14]=[C:15]([N:22]3[CH2:27][CH2:26][O:25][CH2:24][CH2:23]3)[C:16]3[CH2:21][NH:20][CH2:19][C:17]=3[N:18]=2)=[CH:9][CH:8]=1)=[O:5])[CH3:2].[C:28](Cl)(=[O:30])[CH3:29], predict the reaction product. The product is: [C:28]([N:20]1[CH2:21][C:16]2[C:15]([N:22]3[CH2:23][CH2:24][O:25][CH2:26][CH2:27]3)=[N:14][C:13]([C:10]3[CH:11]=[CH:12][C:7]([NH:6][C:4]([NH:3][CH2:1][CH3:2])=[O:5])=[CH:8][CH:9]=3)=[N:18][C:17]=2[CH2:19]1)(=[O:30])[CH3:29]. (5) Given the reactants [CH3:1][C:2]1[N:7]=[CH:6][C:5]([C:8]([OH:10])=O)=[CH:4][CH:3]=1.C(Cl)CCl.C1C=CC2N(O)N=NC=2C=1.CCN(C(C)C)C(C)C.Cl.[CH3:35][C:36]1[C:44]2[C:43]([N:45]3[CH2:50][CH2:49][CH:48]([NH2:51])[CH2:47][CH2:46]3)=[N:42][CH:41]=[N:40][C:39]=2[NH:38][CH:37]=1, predict the reaction product. The product is: [CH3:1][C:2]1[N:7]=[CH:6][C:5]([C:8]([NH:51][CH:48]2[CH2:47][CH2:46][N:45]([C:43]3[N:42]=[CH:41][NH:40][C:39]4=[N:38][CH:37]=[C:36]([CH3:35])[C:44]=34)[CH2:50][CH2:49]2)=[O:10])=[CH:4][CH:3]=1. (6) Given the reactants [NH:1]1[CH2:6][CH2:5][O:4][CH2:3][CH2:2]1.[F:7][C:8]1[CH:9]=[CH:10][C:11]([O:18][CH3:19])=[C:12]([S:14](Cl)(=[O:16])=[O:15])[CH:13]=1, predict the reaction product. The product is: [F:7][C:8]1[CH:9]=[CH:10][C:11]([O:18][CH3:19])=[C:12]([S:14]([N:1]2[CH2:6][CH2:5][O:4][CH2:3][CH2:2]2)(=[O:15])=[O:16])[CH:13]=1.